The task is: Predict the reactants needed to synthesize the given product.. This data is from Full USPTO retrosynthesis dataset with 1.9M reactions from patents (1976-2016). (1) The reactants are: CC1CCC(C(OCC)=O)C(=O)C1.[C:14]([O:17][C@H:18]1[CH2:23][C@H:22]([CH3:24])[CH2:21][CH2:20][C@H:19]1[C:25]([OH:27])=[O:26])(=[O:16])[CH3:15].NC1SC(C2C=CC=CC=2)=CC=1C(OC)=O. Given the product [C:14]([O:17][CH:18]1[CH2:23][CH:22]([CH3:24])[CH2:21][CH2:20][CH:19]1[C:25]([OH:27])=[O:26])(=[O:16])[CH3:15], predict the reactants needed to synthesize it. (2) Given the product [CH2:1]([C:6]1[C:7](=[O:11])[CH2:8][CH2:9][CH:10]=1)[CH2:2][CH2:3][CH2:4][CH3:5], predict the reactants needed to synthesize it. The reactants are: [CH:1](=[C:6]1[CH2:10][CH2:9][CH2:8][C:7]1=[O:11])[CH2:2][CH2:3][CH2:4][CH3:5].C1(=O)CCCC1.II. (3) Given the product [C:1]([C:3]1[CH:4]=[CH:5][C:6]([C:7]([NH:41][C:42]2[CH:47]=[CH:46][C:45]([C:48]3[CH:49]([CH3:55])[CH2:50][C:51](=[O:54])[NH:52][N:53]=3)=[CH:44][C:43]=2[OH:56])=[O:9])=[CH:10][CH:11]=1)#[N:2], predict the reactants needed to synthesize it. The reactants are: [C:1]([C:3]1[CH:11]=[CH:10][C:6]([C:7]([OH:9])=O)=[CH:5][CH:4]=1)#[N:2].CN(C(ON1N=NC2C=CC=CC1=2)=[N+](C)C)C.[B-](F)(F)(F)F.C(NC(C)C)(C)C.[NH2:41][C:42]1[CH:47]=[CH:46][C:45]([C:48]2[CH:49]([CH3:55])[CH2:50][C:51](=[O:54])[NH:52][N:53]=2)=[CH:44][C:43]=1[OH:56].